The task is: Regression. Given two drug SMILES strings and cell line genomic features, predict the synergy score measuring deviation from expected non-interaction effect.. This data is from NCI-60 drug combinations with 297,098 pairs across 59 cell lines. (1) Drug 1: C1CN1P(=S)(N2CC2)N3CC3. Drug 2: CS(=O)(=O)OCCCCOS(=O)(=O)C. Cell line: SK-MEL-5. Synergy scores: CSS=28.2, Synergy_ZIP=-0.431, Synergy_Bliss=0.600, Synergy_Loewe=-4.70, Synergy_HSA=2.67. (2) Drug 1: C1=CC=C(C=C1)NC(=O)CCCCCCC(=O)NO. Drug 2: CN(CC1=CN=C2C(=N1)C(=NC(=N2)N)N)C3=CC=C(C=C3)C(=O)NC(CCC(=O)O)C(=O)O. Cell line: NCI-H522. Synergy scores: CSS=34.9, Synergy_ZIP=0.432, Synergy_Bliss=-0.0363, Synergy_Loewe=-31.8, Synergy_HSA=-0.910. (3) Drug 1: C1CCC(C1)C(CC#N)N2C=C(C=N2)C3=C4C=CNC4=NC=N3. Drug 2: CC12CCC3C(C1CCC2=O)CC(=C)C4=CC(=O)C=CC34C. Cell line: SK-MEL-5. Synergy scores: CSS=-2.12, Synergy_ZIP=8.48, Synergy_Bliss=1.75, Synergy_Loewe=-34.4, Synergy_HSA=-12.0.